Dataset: Full USPTO retrosynthesis dataset with 1.9M reactions from patents (1976-2016). Task: Predict the reactants needed to synthesize the given product. Given the product [CH2:10]([C@@H:11]1[O:15][C:14](=[O:17])[CH:8]=[CH:13][CH2:12]1)[CH2:9][CH2:30][CH2:29][CH3:33], predict the reactants needed to synthesize it. The reactants are: [C:8]1([Se][C:8]2[CH:13]=[CH:12][CH:11]=[CH:10][CH:9]=2)[CH:13]=[CH:12][CH:11]=[CH:10][CH:9]=1.[C:14](=[O:17])(O)[O-:15].[Na+].O.OO.S([O-])([O-])(=O)=S.[Na+].[Na+].[CH2:29]1[CH2:33]OC[CH2:30]1.